From a dataset of Catalyst prediction with 721,799 reactions and 888 catalyst types from USPTO. Predict which catalyst facilitates the given reaction. Product: [ClH:1].[Cl:1][C:2]1[CH:3]=[C:4]([C@:9]23[CH2:15][C@@:14]2([CH2:16][O:17][CH3:18])[CH2:13][N:12]([CH3:19])[CH2:11][CH2:10]3)[CH:5]=[CH:6][C:7]=1[Cl:8]. The catalyst class is: 27. Reactant: [Cl:1][C:2]1[CH:3]=[C:4]([C@:9]23[CH2:15][C@@:14]2([CH2:16][O:17][CH3:18])[CH2:13][N:12]([CH3:19])[CH2:11][CH2:10]3)[CH:5]=[CH:6][C:7]=1[Cl:8].Cl.